This data is from Forward reaction prediction with 1.9M reactions from USPTO patents (1976-2016). The task is: Predict the product of the given reaction. (1) The product is: [CH:5]([C:4]1[C:3]([CH3:12])=[C:2]([C:18]2[CH:19]=[CH:20][C:15]([C:13]#[N:14])=[CH:16][CH:17]=2)[CH:9]=[CH:8][C:7]=1[O:10][CH3:11])=[O:6]. Given the reactants Br[C:2]1[C:3]([CH3:12])=[C:4]([C:7]([O:10][CH3:11])=[CH:8][CH:9]=1)[CH:5]=[O:6].[C:13]([C:15]1[CH:20]=[CH:19][C:18](B(O)O)=[CH:17][CH:16]=1)#[N:14], predict the reaction product. (2) The product is: [NH2:22][C:13]1[C:14]([F:21])=[C:15]([F:20])[C:16]([O:18][CH3:19])=[C:17]2[C:12]=1[C:11](=[O:25])[C:10]([C:26]([O:28][CH2:29][CH3:30])=[O:27])=[CH:9][N:8]2[CH2:1][C:2]1[CH:7]=[CH:6][CH:5]=[CH:4][CH:3]=1. Given the reactants [CH2:1]([N:8]1[C:17]2[C:12](=[C:13]([N+:22]([O-])=O)[C:14]([F:21])=[C:15]([F:20])[C:16]=2[O:18][CH3:19])[C:11](=[O:25])[C:10]([C:26]([O:28][CH2:29][CH3:30])=[O:27])=[CH:9]1)[C:2]1[CH:7]=[CH:6][CH:5]=[CH:4][CH:3]=1, predict the reaction product.